Dataset: Forward reaction prediction with 1.9M reactions from USPTO patents (1976-2016). Task: Predict the product of the given reaction. (1) Given the reactants [NH2:1][C:2]1[N:6]([C:7]2[CH:8]=[C:9]([CH:16]=[CH:17][C:18]=2[CH3:19])[C:10]([NH:12][CH:13]2[CH2:15][CH2:14]2)=[O:11])[CH:5]=[N:4][C:3]=1[C:20]#[N:21].[CH:22]1([Mg]Br)[CH2:26][CH2:25][CH2:24][CH2:23]1.[CH2:29]1COCC1, predict the reaction product. The product is: [CH:22]1([C:20]2[N:21]=[CH:29][N:1]=[C:2]3[C:3]=2[N:4]=[CH:5][N:6]3[C:7]2[CH:8]=[C:9]([CH:16]=[CH:17][C:18]=2[CH3:19])[C:10]([NH:12][CH:13]2[CH2:14][CH2:15]2)=[O:11])[CH2:26][CH2:25][CH2:24][CH2:23]1. (2) Given the reactants O=[C:2]([CH3:11])[CH2:3][CH:4]1[CH2:9][CH2:8][CH2:7][CH2:6][C:5]1=O.[NH2:12][C:13]1[CH:21]=[CH:20][C:16]([C:17]([OH:19])=[O:18])=[CH:15][CH:14]=1, predict the reaction product. The product is: [CH3:11][CH:2]1[CH2:3][CH:4]2[CH:5]([CH2:6][CH2:7][CH2:8][CH2:9]2)[N:12]1[C:13]1[CH:21]=[CH:20][C:16]([C:17]([OH:19])=[O:18])=[CH:15][CH:14]=1. (3) Given the reactants [C:1]([O:5][C:6]([N:8]1[CH2:13][CH2:12][NH:11][CH2:10][C@@H:9]1[C@@H:14]([OH:24])[C@H:15]([NH2:23])[CH2:16][C:17]1[CH:22]=[CH:21][CH:20]=[CH:19][CH:18]=1)=[O:7])([CH3:4])([CH3:3])[CH3:2].[C:25](=N)([C:32]1[CH:37]=[CH:36][CH:35]=[CH:34][CH:33]=1)[C:26]1[CH:31]=[CH:30][CH:29]=[CH:28][CH:27]=1, predict the reaction product. The product is: [C:1]([O:5][C:6]([N:8]1[CH2:13][CH2:12][NH:11][CH2:10][C@@H:9]1[C@@H:14]([OH:24])[C@H:15]([N:23]=[C:25]([C:26]1[CH:31]=[CH:30][CH:29]=[CH:28][CH:27]=1)[C:32]1[CH:37]=[CH:36][CH:35]=[CH:34][CH:33]=1)[CH2:16][C:17]1[CH:18]=[CH:19][CH:20]=[CH:21][CH:22]=1)=[O:7])([CH3:4])([CH3:2])[CH3:3]. (4) Given the reactants Cl.Cl.[NH2:3][C:4]1[NH:5][C:6]2[NH:7][CH2:8][CH:9]([CH:15]([OH:19])[CH:16]([OH:18])[CH3:17])[NH:10][C:11]=2[C:12](=[O:14])[N:13]=1.[C:20](O[C:20](=[O:24])[CH2:21][CH2:22][CH3:23])(=[O:24])[CH2:21][CH2:22][CH3:23], predict the reaction product. The product is: [NH2:3][C:4]1[NH:5][C:6]2[NH:7][CH2:8][CH:9]([CH:15]([OH:19])[CH:16]([OH:18])[CH3:17])[N:10]([C:20](=[O:24])[CH2:21][CH2:22][CH3:23])[C:11]=2[C:12](=[O:14])[N:13]=1. (5) Given the reactants [F:1][C:2]([F:17])([F:16])[C:3]1[CH:11]=[C:10]2[C:6]([C:7]([C:12]([O:14][CH3:15])=[O:13])=[N:8][NH:9]2)=[CH:5][CH:4]=1.[C:18](=O)([O-])[O-].[K+].[K+].IC, predict the reaction product. The product is: [CH3:18][N:9]1[C:10]2[C:6](=[CH:5][CH:4]=[C:3]([C:2]([F:1])([F:16])[F:17])[CH:11]=2)[C:7]([C:12]([O:14][CH3:15])=[O:13])=[N:8]1. (6) Given the reactants [N+:1]([C:4]1[CH:9]=[CH:8][C:7]([CH2:10][CH:11]([CH2:14][OH:15])[CH2:12][OH:13])=[CH:6][CH:5]=1)([O-:3])=[O:2].[C:16]1([CH3:26])[CH:21]=[CH:20][C:19]([S:22](Cl)(=[O:24])=[O:23])=[CH:18][CH:17]=1.Cl, predict the reaction product. The product is: [CH3:26][C:16]1[CH:21]=[CH:20][C:19]([S:22]([O:13][CH2:12][CH:11]([CH2:10][C:7]2[CH:6]=[CH:5][C:4]([N+:1]([O-:3])=[O:2])=[CH:9][CH:8]=2)[CH2:14][O:15][S:22]([C:19]2[CH:20]=[CH:21][C:16]([CH3:26])=[CH:17][CH:18]=2)(=[O:24])=[O:23])(=[O:24])=[O:23])=[CH:18][CH:17]=1.